Dataset: Reaction yield outcomes from USPTO patents with 853,638 reactions. Task: Predict the reaction yield, written as a fraction of the theoretical maximum amount of product (1.0 means a 100% yield; for example, 0.34 means a 34% yield). (1) The product is [C:1]([O:5][C:6]([N:8]1[CH2:9][CH2:10][C:11]([NH:17][C:18]([O:20][C:21]([CH3:22])([CH3:24])[CH3:23])=[O:19])([C:14](=[O:15])[NH:64][CH2:63][C:62]2[CH:65]=[CH:66][C:59]([Cl:58])=[CH:60][CH:61]=2)[CH2:12][CH2:13]1)=[O:7])([CH3:4])([CH3:3])[CH3:2]. The catalyst is O.ClCCl.CN(C=O)C. The reactants are [C:1]([O:5][C:6]([N:8]1[CH2:13][CH2:12][C:11]([NH:17][C:18]([O:20][C:21]([CH3:24])([CH3:23])[CH3:22])=[O:19])([C:14](O)=[O:15])[CH2:10][CH2:9]1)=[O:7])([CH3:4])([CH3:3])[CH3:2].CN(C(ON1N=NC2C=CC=NC1=2)=[N+](C)C)C.F[P-](F)(F)(F)(F)F.C(N(C(C)C)C(C)C)C.[Cl:58][C:59]1[CH:66]=[CH:65][C:62]([CH2:63][NH2:64])=[CH:61][CH:60]=1. The yield is 0.860. (2) The reactants are Br[CH2:2][CH2:3]Br.[Mg].Br[C:7]1[CH:12]=[CH:11][C:10]([O:13][CH3:14])=[CH:9][CH:8]=1.[CH3:15][C:16]1([CH3:30])[O:20][CH2:19][C@@H:18]([CH:21]=[O:22])[N:17]1[C:23]([O:25][C:26](C)(C)C)=[O:24].[CH2:31]1[CH2:35]O[CH2:33][CH2:32]1. The catalyst is S(C)C.[Cu]I. The product is [OH:22][C@H:21]([C:7]1[CH:12]=[CH:11][C:10]([O:13][CH3:14])=[CH:9][CH:8]=1)[C@H:18]1[CH2:19][O:20][C:16]([CH3:30])([CH3:15])[N:17]1[C:23]([O:25][CH2:26][C:3]1[CH:2]=[CH:33][CH:32]=[CH:31][CH:35]=1)=[O:24]. The yield is 0.360. (3) The reactants are O[C@@H:2]([C:6]1[CH:11]=CC=C[CH:7]=1)C(O)=O.[F:12][C:13]1[CH:18]=[CH:17][C:16]([C@H:19]2[CH2:24][C:23](=[O:25])[CH2:22][CH2:21][NH:20]2)=[C:15]([CH3:26])[CH:14]=1.ClCCl.[C:30]([O-])([OH:32])=[O:31].[Na+]. No catalyst specified. The product is [F:12][C:13]1[CH:18]=[CH:17][C:16]([C@H:19]2[CH2:24][C:23](=[O:25])[CH2:22][CH2:21][N:20]2[C:30]([O:32][C:6]([CH3:2])([CH3:7])[CH3:11])=[O:31])=[C:15]([CH3:26])[CH:14]=1. The yield is 0.880. (4) The reactants are [Cl:1][C:2]1[CH:31]=[CH:30][C:5]2[NH:6][C:7](=[O:29])[CH:8]([CH2:18][C:19]3[CH:28]=[CH:27][C:26]4[C:21](=[CH:22][CH:23]=[CH:24][CH:25]=4)[CH:20]=3)[N:9]=[C:10]([N:11]3[CH2:16][CH2:15][C:14](=[O:17])[CH2:13][CH2:12]3)[C:4]=2[CH:3]=1.[CH3:32][O:33][C:34]1[CH:39]=[CH:38][C:37]([Mg]Br)=[CH:36][CH:35]=1. The catalyst is O1CCCC1. The product is [Cl:1][C:2]1[CH:31]=[CH:30][C:5]2[NH:6][C:7](=[O:29])[CH:8]([CH2:18][C:19]3[CH:28]=[CH:27][C:26]4[C:21](=[CH:22][CH:23]=[CH:24][CH:25]=4)[CH:20]=3)[N:9]=[C:10]([N:11]3[CH2:12][CH2:13][C:14]([OH:17])([C:37]4[CH:38]=[CH:39][C:34]([O:33][CH3:32])=[CH:35][CH:36]=4)[CH2:15][CH2:16]3)[C:4]=2[CH:3]=1. The yield is 0.430. (5) The reactants are Br[C:2]1[C:3]([F:28])=[C:4]([N:8]2[CH:13]=[C:12]([O:14][CH3:15])[C:11](=[O:16])[C:10]([C:17]3[N:21]([C:22]4[CH:27]=[CH:26][CH:25]=[CH:24][CH:23]=4)[N:20]=[CH:19][CH:18]=3)=[N:9]2)[CH:5]=[CH:6][CH:7]=1.Cl.[F:30][C:31]1([F:38])[C:35]([F:37])([F:36])[CH2:34][NH:33][CH2:32]1.CC(C)([O-])C.[Na+].CC1(C)C2C(=C(P(C3C=CC=CC=3)C3C=CC=CC=3)C=CC=2)OC2C(P(C3C=CC=CC=3)C3C=CC=CC=3)=CC=CC1=2.C([O-])(O)=O.[Na+]. The catalyst is O1CCOCC1.C1C=CC(/C=C/C(/C=C/C2C=CC=CC=2)=O)=CC=1.C1C=CC(/C=C/C(/C=C/C2C=CC=CC=2)=O)=CC=1.C1C=CC(/C=C/C(/C=C/C2C=CC=CC=2)=O)=CC=1.[Pd].[Pd]. The product is [F:28][C:3]1[C:2]([N:33]2[CH2:34][C:35]([F:37])([F:36])[C:31]([F:38])([F:30])[CH2:32]2)=[CH:7][CH:6]=[CH:5][C:4]=1[N:8]1[CH:13]=[C:12]([O:14][CH3:15])[C:11](=[O:16])[C:10]([C:17]2[N:21]([C:22]3[CH:27]=[CH:26][CH:25]=[CH:24][CH:23]=3)[N:20]=[CH:19][CH:18]=2)=[N:9]1. The yield is 0.380. (6) The reactants are [C:1]([C:3]1[N:8]=[C:7]([NH:9][C:10](=[O:14])[N:11]([CH3:13])[CH3:12])[CH:6]=[CH:5][CH:4]=1)#[N:2].[C:15](OC)(=[O:23])[C:16]1[C:17](=[CH:19][CH:20]=[CH:21][CH:22]=1)[SH:18].C(N(CC)CC)C. The catalyst is C1(C)C=CC=CC=1. The product is [CH3:13][N:11]([CH3:12])[C:10]([NH:9][C:7]1[CH:6]=[CH:5][CH:4]=[C:3]([C:1]2[S:18][C:17]3[CH:19]=[CH:20][CH:21]=[CH:22][C:16]=3[C:15](=[O:23])[N:2]=2)[N:8]=1)=[O:14]. The yield is 0.500.